Dataset: Forward reaction prediction with 1.9M reactions from USPTO patents (1976-2016). Task: Predict the product of the given reaction. (1) Given the reactants [Br:1][C:2]1[CH:18]=[CH:17][C:5]([CH2:6][O:7][CH2:8][CH2:9][CH2:10][CH2:11][CH2:12][CH2:13][CH2:14][CH2:15][OH:16])=[CH:4][CH:3]=1.[H][H].[CH2:21]([C:23]1([CH2:27]Cl)[CH2:26][O:25][CH2:24]1)[CH3:22].[I-].[K+], predict the reaction product. The product is: [Br:1][C:2]1[CH:3]=[CH:4][C:5]([CH2:6][O:7][CH2:8][CH2:9][CH2:10][CH2:11][CH2:12][CH2:13][CH2:14][CH2:15][O:16][CH2:27][C:23]2([CH2:21][CH3:22])[CH2:26][O:25][CH2:24]2)=[CH:17][CH:18]=1. (2) Given the reactants [N+:1]([O-:4])(O)=[O:2].[F:5][C:6]1[CH:13]=[C:12]([O:14][CH3:15])[CH:11]=[C:10]([F:16])[C:7]=1[CH:8]=[O:9], predict the reaction product. The product is: [F:5][C:6]1[C:13]([N+:1]([O-:4])=[O:2])=[C:12]([O:14][CH3:15])[CH:11]=[C:10]([F:16])[C:7]=1[CH:8]=[O:9]. (3) Given the reactants [NH2:1][C:2]1[C:10]([Br:11])=[CH:9][C:8]([CH3:12])=[CH:7][C:3]=1[C:4]([OH:6])=[O:5].S(Cl)(Cl)=O.[CH2:17](O)[CH3:18], predict the reaction product. The product is: [NH2:1][C:2]1[C:10]([Br:11])=[CH:9][C:8]([CH3:12])=[CH:7][C:3]=1[C:4]([O:6][CH2:17][CH3:18])=[O:5]. (4) Given the reactants [C:1]([C:9]1[C:14]([C:15]([O:17][CH2:18][CH3:19])=[O:16])=[CH:13][N:12]=[C:11](SC)[N:10]=1)(=[O:8])[C:2]1[CH:7]=[CH:6][CH:5]=[CH:4][CH:3]=1.ClC1C=C(C=CC=1)C(OO)=O.CCN(C(C)C)C(C)C.[CH3:42][N:43]1[CH2:48][CH2:47][N:46]([C:49]2[CH:55]=[CH:54][C:52]([NH2:53])=[CH:51][CH:50]=2)[CH2:45][CH2:44]1, predict the reaction product. The product is: [C:1]([C:9]1[C:14]([C:15]([O:17][CH2:18][CH3:19])=[O:16])=[CH:13][N:12]=[C:11]([NH:53][C:52]2[CH:51]=[CH:50][C:49]([N:46]3[CH2:45][CH2:44][N:43]([CH3:42])[CH2:48][CH2:47]3)=[CH:55][CH:54]=2)[N:10]=1)(=[O:8])[C:2]1[CH:7]=[CH:6][CH:5]=[CH:4][CH:3]=1. (5) Given the reactants [C:1]([OH:5])(=[O:4])[CH:2]=[O:3].[Cl:6][C:7]1[CH:17]=[C:16]([Cl:18])[CH:15]=[CH:14][C:8]=1[CH2:9][NH:10][CH2:11][CH2:12]O.O, predict the reaction product. The product is: [OH:4][CH:1]1[O:5][CH2:12][CH2:11][N:10]([CH2:9][C:8]2[CH:14]=[CH:15][C:16]([Cl:18])=[CH:17][C:7]=2[Cl:6])[C:2]1=[O:3]. (6) Given the reactants [F:1][C:2]([F:17])([C:11]1[CH:16]=[CH:15][CH:14]=[CH:13][N:12]=1)[CH2:3][N:4]1[CH2:9][CH2:8][CH:7]([NH2:10])[CH2:6][CH2:5]1.Cl[C:19]1[C:20]2[CH:27]=[CH:26][NH:25][C:21]=2[N:22]=[CH:23][N:24]=1.CCN(C(C)C)C(C)C, predict the reaction product. The product is: [F:17][C:2]([F:1])([C:11]1[CH:16]=[CH:15][CH:14]=[CH:13][N:12]=1)[CH2:3][N:4]1[CH2:5][CH2:6][CH:7]([NH:10][C:19]2[C:20]3[CH:27]=[CH:26][NH:25][C:21]=3[N:22]=[CH:23][N:24]=2)[CH2:8][CH2:9]1. (7) Given the reactants CCOC(/N=N/C(OCC)=O)=O.[CH2:13]([O:15][C:16](=[O:25])[C:17]1[CH:22]=[CH:21][C:20]([OH:23])=[C:19]([F:24])[CH:18]=1)[CH3:14].[C:26]([O:30][C:31]([N:33]1[CH2:38][CH2:37][N:36]([CH2:39][CH2:40][CH2:41]O)[CH2:35][CH2:34]1)=[O:32])([CH3:29])([CH3:28])[CH3:27], predict the reaction product. The product is: [C:26]([O:30][C:31]([N:33]1[CH2:38][CH2:37][N:36]([CH2:39][CH2:40][CH2:41][O:23][C:20]2[CH:21]=[CH:22][C:17]([C:16]([O:15][CH2:13][CH3:14])=[O:25])=[CH:18][C:19]=2[F:24])[CH2:35][CH2:34]1)=[O:32])([CH3:29])([CH3:28])[CH3:27]. (8) The product is: [NH2:23][CH:16]1[CH2:17][CH2:18][N:13]([C:11]([O:10][C:6]([CH3:9])([CH3:8])[CH3:7])=[O:12])[CH2:14][C:15]1([CH3:21])[CH3:20]. Given the reactants C([O-])(=O)C.[NH4+].[C:6]([O:10][C:11]([N:13]1[CH2:18][CH2:17][C:16](=O)[C:15]([CH3:21])([CH3:20])[CH2:14]1)=[O:12])([CH3:9])([CH3:8])[CH3:7].C([BH3-])#[N:23].[Na+], predict the reaction product. (9) Given the reactants [CH3:1][CH:2]([CH3:14])[CH2:3][CH:4]=[C:5]([C:10]([O:12][CH3:13])=[O:11])[C:6]([O:8][CH3:9])=[O:7].[N+:15]([CH3:18])([O-:17])=[O:16], predict the reaction product. The product is: [CH3:1][CH:2]([CH3:14])[CH2:3][CH:4]([CH:5]([C:6]([O:8][CH3:9])=[O:7])[C:10]([O:12][CH3:13])=[O:11])[CH2:18][N+:15]([O-:17])=[O:16].